From a dataset of Peptide-MHC class II binding affinity with 134,281 pairs from IEDB. Regression. Given a peptide amino acid sequence and an MHC pseudo amino acid sequence, predict their binding affinity value. This is MHC class II binding data. (1) The peptide sequence is TNDSYSKMSVVMRNT. The MHC is DRB1_0101 with pseudo-sequence DRB1_0101. The binding affinity (normalized) is 0.765. (2) The peptide sequence is AAASWDALAAELASA. The MHC is DRB1_0404 with pseudo-sequence DRB1_0404. The binding affinity (normalized) is 0.149. (3) The peptide sequence is EITGIMKDFDEPGHL. The MHC is DRB1_1302 with pseudo-sequence DRB1_1302. The binding affinity (normalized) is 0.375. (4) The peptide sequence is NGPMAVSMTGVMRGN. The MHC is DRB1_0901 with pseudo-sequence DRB1_0901. The binding affinity (normalized) is 0.787. (5) The peptide sequence is LVDEERKLHQQGRCR. The MHC is DRB1_1101 with pseudo-sequence DRB1_1101. The binding affinity (normalized) is 0.440. (6) The peptide sequence is QKGSDPKKLVLN. The MHC is DRB1_1101 with pseudo-sequence DRB1_1101. The binding affinity (normalized) is 0.0385. (7) The peptide sequence is DVLSQPMLPHTWDGS. The MHC is HLA-DQA10501-DQB10301 with pseudo-sequence HLA-DQA10501-DQB10301. The binding affinity (normalized) is 0.172.